This data is from Forward reaction prediction with 1.9M reactions from USPTO patents (1976-2016). The task is: Predict the product of the given reaction. (1) Given the reactants [F-:1].[K+].[Cl:3][C:4]1[CH:5]=[C:6]2[C:10](=[C:11](I)[CH:12]=1)[C:9](=[O:14])[N:8]([CH:15]1[CH2:17][CH2:16]1)[CH:7]2[CH3:18].COC(=O)[C:22](Cl)([F:24])[F:23], predict the reaction product. The product is: [Cl:3][C:4]1[CH:5]=[C:6]2[C:10](=[C:11]([C:22]([F:24])([F:1])[F:23])[CH:12]=1)[C:9](=[O:14])[N:8]([CH:15]1[CH2:17][CH2:16]1)[CH:7]2[CH3:18]. (2) Given the reactants [NH2:1][C:2]1[CH:7]=[C:6]([F:8])[CH:5]=[CH:4][C:3]=1[OH:9].[C:10](OCC)(OCC)(OCC)[CH3:11].FC(F)(F)S([O-])(=O)=O.[Bi+3].FC(F)(F)S([O-])(=O)=O.FC(F)(F)S([O-])(=O)=O, predict the reaction product. The product is: [F:8][C:6]1[CH:5]=[CH:4][C:3]2[O:9][C:10]([CH3:11])=[N:1][C:2]=2[CH:7]=1. (3) Given the reactants [F:1][C:2]1[C:3]([CH2:23][N:24](C)[C:25](=O)OC(C)(C)C)=[CH:4][N:5]([S:14]([C:17]2[N:18]([CH3:22])[CH:19]=[CH:20][N:21]=2)(=[O:16])=[O:15])[C:6]=1[C:7]1[C:8]([F:13])=[N:9][CH:10]=[CH:11][CH:12]=1.C(OCC)(=O)C.[ClH:39], predict the reaction product. The product is: [ClH:39].[F:1][C:2]1[C:3]([CH2:23][NH:24][CH3:25])=[CH:4][N:5]([S:14]([C:17]2[N:18]([CH3:22])[CH:19]=[CH:20][N:21]=2)(=[O:16])=[O:15])[C:6]=1[C:7]1[C:8]([F:13])=[N:9][CH:10]=[CH:11][CH:12]=1. (4) Given the reactants [C:1]([O:5][C:6](=[O:24])[NH:7][C:8]1[CH:13]=[C:12]([O:14][CH2:15][CH:16]2[CH2:18][CH2:17]2)[C:11]([C:19]([F:22])([F:21])[F:20])=[CH:10][C:9]=1[NH2:23])([CH3:4])([CH3:3])[CH3:2].C([O:29][C:30](=O)[CH2:31][C:32]([C:34]1[CH:39]=[CH:38][CH:37]=[C:36]([C:40]2[CH:45]=[CH:44][N:43]=[C:42]([CH3:46])[CH:41]=2)[CH:35]=1)=[O:33])(C)(C)C, predict the reaction product. The product is: [C:1]([O:5][C:6](=[O:24])[NH:7][C:8]1[CH:13]=[C:12]([O:14][CH2:15][CH:16]2[CH2:17][CH2:18]2)[C:11]([C:19]([F:22])([F:21])[F:20])=[CH:10][C:9]=1[NH:23][C:30](=[O:29])[CH2:31][C:32]([C:34]1[CH:39]=[CH:38][CH:37]=[C:36]([C:40]2[CH:45]=[CH:44][N:43]=[C:42]([CH3:46])[CH:41]=2)[CH:35]=1)=[O:33])([CH3:4])([CH3:2])[CH3:3]. (5) The product is: [NH2:1][CH:4]1[CH2:9][N:8]([C:10](=[O:22])[C:11]2[CH:16]=[CH:15][CH:14]=[C:13]([C:17]3[O:18][CH:19]=[CH:20][CH:21]=3)[CH:12]=2)[CH2:7][CH:6]([C:23]([NH:25][C:26]2[CH:27]=[CH:28][C:29]([Cl:32])=[CH:30][CH:31]=2)=[O:24])[CH2:5]1. Given the reactants [N:1]([CH:4]1[CH2:9][N:8]([C:10](=[O:22])[C:11]2[CH:16]=[CH:15][CH:14]=[C:13]([C:17]3[O:18][CH:19]=[CH:20][CH:21]=3)[CH:12]=2)[CH2:7][CH:6]([C:23]([NH:25][C:26]2[CH:31]=[CH:30][C:29]([Cl:32])=[CH:28][CH:27]=2)=[O:24])[CH2:5]1)=[N+]=[N-].C1(P(C2C=CC=CC=2)C2C=CC=CC=2)C=CC=CC=1, predict the reaction product. (6) The product is: [C:13]1([CH2:12][O:19][C:20]([NH:4][CH2:1][CH:2]=[CH2:3])=[O:21])[CH:18]=[CH:17][CH:16]=[CH:15][CH:14]=1. Given the reactants [CH2:1]([NH2:4])[CH:2]=[CH2:3].C(N(CC)CC)C.[CH2:12]([O:19][C:20](Cl)=[O:21])[C:13]1[CH:18]=[CH:17][CH:16]=[CH:15][CH:14]=1, predict the reaction product.